Dataset: Catalyst prediction with 721,799 reactions and 888 catalyst types from USPTO. Task: Predict which catalyst facilitates the given reaction. (1) Reactant: Cl[C:2]1[N:7]=[C:6]([O:8][C:9]2[CH:35]=[CH:34][CH:33]=[CH:32][C:10]=2[CH2:11][NH:12][C:13]([NH:15][C:16]2[N:20]([C:21]3[CH:22]=[N:23][C:24]([CH3:27])=[CH:25][CH:26]=3)[N:19]=[C:18]([C:28]([CH3:31])([CH3:30])[CH3:29])[CH:17]=2)=[O:14])[CH:5]=[CH:4][N:3]=1.[NH:36]1[CH2:41][CH2:40][O:39][CH2:38][CH2:37]1. Product: [O:39]1[CH2:40][CH2:41][N:36]([C:2]2[N:7]=[C:6]([O:8][C:9]3[CH:35]=[CH:34][CH:33]=[CH:32][C:10]=3[CH2:11][NH:12][C:13]([NH:15][C:16]3[N:20]([C:21]4[CH:22]=[N:23][C:24]([CH3:27])=[CH:25][CH:26]=4)[N:19]=[C:18]([C:28]([CH3:30])([CH3:31])[CH3:29])[CH:17]=3)=[O:14])[CH:5]=[CH:4][N:3]=2)[CH2:37][CH2:38]1. The catalyst class is: 8. (2) Reactant: [Br:1][C:2]1[C:7]([N+:8]([O-])=O)=[CH:6][C:5]([Cl:11])=[CH:4][C:3]=1[CH3:12].CCO.[Cl-].[NH4+]. Product: [Br:1][C:2]1[C:3]([CH3:12])=[CH:4][C:5]([Cl:11])=[CH:6][C:7]=1[NH2:8]. The catalyst class is: 150. (3) Reactant: [NH2:1][C@H:2]1[CH2:6][CH2:5][N:4]([C@H:7]2[CH2:12][CH2:11][C@@H:10]([N:13]([CH:15]([CH3:17])[CH3:16])[CH3:14])[CH2:9][C@H:8]2[CH2:18][S:19]([CH:22]([CH3:24])[CH3:23])(=[O:21])=[O:20])[C:3]1=[O:25].C(N(CC)CC)C.Cl[C:34]1[C:43]2[C:38](=[CH:39][CH:40]=[C:41]([C:44]([F:47])([F:46])[F:45])[CH:42]=2)[N:37]=[CH:36][N:35]=1. Product: [CH:15]([N:13]([CH3:14])[C@@H:10]1[CH2:11][CH2:12][C@H:7]([N:4]2[CH2:5][CH2:6][C@H:2]([NH:1][C:34]3[C:43]4[C:38](=[CH:39][CH:40]=[C:41]([C:44]([F:46])([F:47])[F:45])[CH:42]=4)[N:37]=[CH:36][N:35]=3)[C:3]2=[O:25])[C@H:8]([CH2:18][S:19]([CH:22]([CH3:24])[CH3:23])(=[O:21])=[O:20])[CH2:9]1)([CH3:17])[CH3:16]. The catalyst class is: 14. (4) Reactant: C[O:2][C:3](=O)[C:4]1[CH:9]=[CH:8][CH:7]=[CH:6][C:5]=1[S:10][CH3:11].[H-].C([Al+]CC(C)C)C(C)C.CC(O)C.C(C(C(C([O-])=O)O)O)([O-])=O.[Na+].[K+]. Product: [CH3:11][S:10][C:5]1[CH:6]=[CH:7][CH:8]=[CH:9][C:4]=1[CH2:3][OH:2]. The catalyst class is: 11. (5) Reactant: [CH3:1][O:2][C:3]1[CH:25]=[CH:24][C:23]([O:26][CH3:27])=[CH:22][C:4]=1[C:5](=[O:21])[CH:6]=[CH:7][C:8]1[CH:13]=[CH:12][C:11]([O:14]C2CCCCO2)=[CH:10][CH:9]=1.C1(C)C=CC(S(O)(=O)=O)=CC=1. Product: [CH3:1][O:2][C:3]1[CH:25]=[CH:24][C:23]([O:26][CH3:27])=[CH:22][C:4]=1[C:5](=[O:21])[CH:6]=[CH:7][C:8]1[CH:9]=[CH:10][C:11]([OH:14])=[CH:12][CH:13]=1. The catalyst class is: 5.